Dataset: Forward reaction prediction with 1.9M reactions from USPTO patents (1976-2016). Task: Predict the product of the given reaction. (1) The product is: [Cl:18][C:12]1[CH:13]=[CH:14][CH:15]=[C:16]([Cl:17])[C:11]=1[C:9]1[S:8][C:7]2[C:2]([NH:23][C:21](=[O:22])[CH2:20][OH:19])=[N:3][CH:4]=[CH:5][C:6]=2[N:10]=1. Given the reactants Br[C:2]1[C:7]2[S:8][C:9]([C:11]3[C:16]([Cl:17])=[CH:15][CH:14]=[CH:13][C:12]=3[Cl:18])=[N:10][C:6]=2[CH:5]=[CH:4][N:3]=1.[OH:19][CH2:20][C:21]([NH2:23])=[O:22].CC1(C)C2C(=C(P(C3C=CC=CC=3)C3C=CC=CC=3)C=CC=2)OC2C(P(C3C=CC=CC=3)C3C=CC=CC=3)=CC=CC1=2.C([O-])([O-])=O.[Cs+].[Cs+], predict the reaction product. (2) Given the reactants Cl.[CH:2]1([NH:8][C:9]2[C:14]([CH3:15])=[C:13]([CH3:16])[N:12]=[C:11](NCC3C=CC=CN=3)[N:10]=2)[CH2:7][CH2:6][CH2:5][CH2:4][CH2:3]1.[CH3:25][O:26][C:27]1[CH:34]=[CH:33][C:30]([CH2:31][NH2:32])=[CH:29][CH:28]=1, predict the reaction product. The product is: [CH:2]1([NH:8][C:9]2[C:14]([CH3:15])=[C:13]([CH3:16])[N:12]=[C:11]([NH:32][CH2:31][C:30]3[CH:33]=[CH:34][C:27]([O:26][CH3:25])=[CH:28][CH:29]=3)[N:10]=2)[CH2:3][CH2:4][CH2:5][CH2:6][CH2:7]1. (3) Given the reactants [F:1][C:2]([F:13])([F:12])[C:3]1[CH:4]=[C:5]([CH:9]=[CH:10][CH:11]=1)[CH2:6][CH2:7][OH:8].CC(OI1(OC(C)=O)(OC(C)=O)OC(=O)C2C=CC=CC1=2)=O.C(=O)([O-])O.[Na+].S([O-])([O-])(=O)=S.[Na+].[Na+], predict the reaction product. The product is: [F:1][C:2]([F:12])([F:13])[C:3]1[CH:4]=[C:5]([CH2:6][CH:7]=[O:8])[CH:9]=[CH:10][CH:11]=1. (4) Given the reactants [F:1][C:2]([F:39])([F:38])[C:3]1[CH:33]=[C:32]([C:34]([F:37])([F:36])[F:35])[CH:31]=[CH:30][C:4]=1[CH2:5][N:6]1[C:14]2[C:9](=[CH:10][C:11](/[CH:15]=[C:16]3/[C:17](=[O:29])[N:18]([C@@H:22]4[CH2:27][CH2:26][NH:25][CH2:24][C@H:23]4[F:28])[C:19](=[O:21])[S:20]/3)=[CH:12][CH:13]=2)[CH:8]=[N:7]1.[CH:40](=O)[CH3:41], predict the reaction product. The product is: [F:39][C:2]([F:38])([F:1])[C:3]1[CH:33]=[C:32]([C:34]([F:35])([F:36])[F:37])[CH:31]=[CH:30][C:4]=1[CH2:5][N:6]1[C:14]2[C:9](=[CH:10][C:11](/[CH:15]=[C:16]3/[C:17](=[O:29])[N:18]([C@@H:22]4[CH2:27][CH2:26][N:25]([CH2:40][CH3:41])[CH2:24][C@H:23]4[F:28])[C:19](=[O:21])[S:20]/3)=[CH:12][CH:13]=2)[CH:8]=[N:7]1. (5) Given the reactants N[C:2]1[CH:10]=[C:9]2C(CC[N:8]2[C:11](=O)[CH3:12])=CC=1OC.[Cl:16][C:17]1[C:18]([C:41]2N3C=CC=CC3=[N:43][CH:42]=2)=[N:19][C:20]([NH:23][C:24]2[CH:29]=[CH:28][C:27]([CH2:30][C:31]([NH:33][CH:34]3[CH2:38]CNC3)=O)=[CH:26][C:25]=2[O:39][CH3:40])=[N:21][CH:22]=1.Cl.[O:51]1CCOCC1.C([O-])([O-])=O.[K+].[K+], predict the reaction product. The product is: [Cl:16][C:17]1[C:18]([C:41]2[CH:42]=[N:43][N:8]3[CH:9]=[CH:10][CH:2]=[CH:12][C:11]=23)=[N:19][C:20]([NH:23][C:24]2[CH:29]=[C:28]3[C:27]([CH2:30][CH2:31][N:33]3[C:34](=[O:51])[CH3:38])=[CH:26][C:25]=2[O:39][CH3:40])=[N:21][CH:22]=1.